Task: Predict which catalyst facilitates the given reaction.. Dataset: Catalyst prediction with 721,799 reactions and 888 catalyst types from USPTO Reactant: [C:1]([O:5][C:6]([N:8]1[CH2:13][CH2:12][N:11]([C:14]2[CH:19]=[CH:18][C:17]([NH2:20])=[CH:16][N:15]=2)[CH2:10][CH2:9]1)=[O:7])([CH3:4])([CH3:3])[CH3:2].ClC(Cl)(Cl)C[O:24][C:25](=O)[NH:26][C:27]1[N:28]([C:36]2[CH:41]=[CH:40][C:39]([CH3:42])=[CH:38][CH:37]=2)[N:29]=[C:30]([C:32]2([CH3:35])[CH2:34][CH2:33]2)[CH:31]=1.C(N(C(C)C)CC)(C)C.O. Product: [C:1]([O:5][C:6]([N:8]1[CH2:13][CH2:12][N:11]([C:14]2[CH:19]=[CH:18][C:17]([NH:20][C:25]([NH:26][C:27]3[N:28]([C:36]4[CH:37]=[CH:38][C:39]([CH3:42])=[CH:40][CH:41]=4)[N:29]=[C:30]([C:32]4([CH3:35])[CH2:33][CH2:34]4)[CH:31]=3)=[O:24])=[CH:16][N:15]=2)[CH2:10][CH2:9]1)=[O:7])([CH3:4])([CH3:2])[CH3:3]. The catalyst class is: 16.